From a dataset of Full USPTO retrosynthesis dataset with 1.9M reactions from patents (1976-2016). Predict the reactants needed to synthesize the given product. (1) Given the product [O:27]1[CH2:28][CH2:29][N:24]([C:21]([C:19]2[CH:18]=[CH:17][C:15]3[N:16]=[C:12]([N:9]4[CH2:10][CH2:11][C@@H:7]([N:1]5[CH2:2][CH2:3][CH2:4][CH2:5][CH2:6]5)[CH2:8]4)[S:13][C:14]=3[CH:20]=2)=[O:23])[CH2:25][CH2:26]1, predict the reactants needed to synthesize it. The reactants are: [N:1]1([C@@H:7]2[CH2:11][CH2:10][N:9]([C:12]3[S:13][C:14]4[CH:20]=[C:19]([C:21]([OH:23])=O)[CH:18]=[CH:17][C:15]=4[N:16]=3)[CH2:8]2)[CH2:6][CH2:5][CH2:4][CH2:3][CH2:2]1.[NH:24]1[CH2:29][CH2:28][O:27][CH2:26][CH2:25]1.F[P-](F)(F)(F)(F)F.N1(OC(N(C)C)=[N+](C)C)C2N=CC=CC=2N=N1.C(N(CC)CC)C. (2) Given the product [F:42][C:43]1[C:44]([NH:55][NH:56][C:38](=[O:40])[CH:37]([N:36]2[CH:35]=[CH:34][C:33]3[N:32]=[CH:31][CH:30]=[CH:29][C:28]=3[C:27]2=[O:26])[CH3:41])=[N:45][CH:46]=[C:47]([C:49]2[CH:50]=[N:51][N:52]([CH3:54])[CH:53]=2)[CH:48]=1, predict the reactants needed to synthesize it. The reactants are: CN(C(ON1N=NC2C=CC=NC1=2)=[N+](C)C)C.F[P-](F)(F)(F)(F)F.Cl.[O:26]=[C:27]1[N:36]([CH:37]([CH3:41])[C:38]([OH:40])=O)[CH:35]=[CH:34][C:33]2[N:32]=[CH:31][CH:30]=[CH:29][C:28]1=2.[F:42][C:43]1[C:44]([NH:55][NH2:56])=[N:45][CH:46]=[C:47]([C:49]2[CH:50]=[N:51][N:52]([CH3:54])[CH:53]=2)[CH:48]=1.CCN(C(C)C)C(C)C. (3) Given the product [C:17]([N:13]1[CH:12]([C:14]([OH:16])=[O:15])[CH2:11][S:10][CH:9]1[C:3]1[CH:4]=[C:5]([O:8][C:2](=[O:1])[CH3:3])[CH:6]=[CH:7][C:2]=1[O:1][C:5](=[O:8])[CH3:4])(=[O:19])[CH3:18], predict the reactants needed to synthesize it. The reactants are: [OH:1][C:2]1[CH:7]=[CH:6][C:5]([OH:8])=[CH:4][C:3]=1[CH:9]1[NH:13][CH:12]([C:14]([OH:16])=[O:15])[CH2:11][S:10]1.[C:17](Cl)(=[O:19])[CH3:18]. (4) Given the product [CH:1]1([O:4][C:5]2[CH:6]=[C:7]([C:15]3[NH:32][C:18]4[CH:19]=[N:20][N:21]([CH2:24][O:25][CH2:26][CH2:27][Si:28]([CH3:31])([CH3:30])[CH3:29])[C:22](=[O:23])[C:17]=4[C:16]=3[CH2:41][CH2:42][C:43]3[CH:44]=[CH:45][CH:46]=[CH:47][CH:48]=3)[CH:8]=[CH:9][C:10]=2[O:11][CH:12]([F:14])[F:13])[CH2:2][CH2:3]1, predict the reactants needed to synthesize it. The reactants are: [CH:1]1([O:4][C:5]2[CH:6]=[C:7]([C:15]3[N:32](COCC[Si](C)(C)C)[C:18]4[CH:19]=[N:20][N:21]([CH2:24][O:25][CH2:26][CH2:27][Si:28]([CH3:31])([CH3:30])[CH3:29])[C:22](=[O:23])[C:17]=4[C:16]=3[CH2:41][CH2:42][C:43]3[CH:48]=[CH:47][CH:46]=[CH:45][CH:44]=3)[CH:8]=[CH:9][C:10]=2[O:11][CH:12]([F:14])[F:13])[CH2:3][CH2:2]1.C1(OC2C=C(C3N(COCC[Si](C)(C)C)C4C=NN(COCC[Si](C)(C)C)C(=O)C=4C=3C)C=CC=2OC(F)F)CC1.